From a dataset of NCI-60 drug combinations with 297,098 pairs across 59 cell lines. Regression. Given two drug SMILES strings and cell line genomic features, predict the synergy score measuring deviation from expected non-interaction effect. (1) Drug 1: CC12CCC3C(C1CCC2=O)CC(=C)C4=CC(=O)C=CC34C. Drug 2: CC1=C(C(CCC1)(C)C)C=CC(=CC=CC(=CC(=O)O)C)C. Synergy scores: CSS=46.3, Synergy_ZIP=-0.667, Synergy_Bliss=-1.33, Synergy_Loewe=0.491, Synergy_HSA=0.208. Cell line: PC-3. (2) Drug 1: CCC1(CC2CC(C3=C(CCN(C2)C1)C4=CC=CC=C4N3)(C5=C(C=C6C(=C5)C78CCN9C7C(C=CC9)(C(C(C8N6C)(C(=O)OC)O)OC(=O)C)CC)OC)C(=O)OC)O.OS(=O)(=O)O. Drug 2: CC1C(C(CC(O1)OC2CC(CC3=C2C(=C4C(=C3O)C(=O)C5=CC=CC=C5C4=O)O)(C(=O)C)O)N)O. Cell line: RPMI-8226. Synergy scores: CSS=51.0, Synergy_ZIP=-2.98, Synergy_Bliss=-5.52, Synergy_Loewe=-2.79, Synergy_HSA=-2.47. (3) Drug 1: C1=CC(=CC=C1C#N)C(C2=CC=C(C=C2)C#N)N3C=NC=N3. Drug 2: CC1=C(C=C(C=C1)NC(=O)C2=CC=C(C=C2)CN3CCN(CC3)C)NC4=NC=CC(=N4)C5=CN=CC=C5. Cell line: MALME-3M. Synergy scores: CSS=-9.89, Synergy_ZIP=-0.903, Synergy_Bliss=-10.2, Synergy_Loewe=-11.0, Synergy_HSA=-11.3. (4) Drug 1: CCCS(=O)(=O)NC1=C(C(=C(C=C1)F)C(=O)C2=CNC3=C2C=C(C=N3)C4=CC=C(C=C4)Cl)F. Drug 2: CC(CN1CC(=O)NC(=O)C1)N2CC(=O)NC(=O)C2. Cell line: KM12. Synergy scores: CSS=17.9, Synergy_ZIP=-7.84, Synergy_Bliss=-8.16, Synergy_Loewe=-11.8, Synergy_HSA=-10.9.